This data is from Reaction yield outcomes from USPTO patents with 853,638 reactions. The task is: Predict the reaction yield, written as a fraction of the theoretical maximum amount of product (1.0 means a 100% yield; for example, 0.34 means a 34% yield). (1) The reactants are [NH:1]1[C:9]2[C:4](=[N:5][CH:6]=[C:7]([C:10]([OH:12])=[O:11])[CH:8]=2)[CH:3]=[CH:2]1.C(=O)([O-])[O-].[Cs+].[Cs+].[CH2:19](Br)[C:20]1[CH:25]=[CH:24][CH:23]=[CH:22][CH:21]=1. The catalyst is CN(C)C=O. The product is [NH:1]1[C:9]2[C:4](=[N:5][CH:6]=[C:7]([C:10]([O:12][CH2:19][C:20]3[CH:25]=[CH:24][CH:23]=[CH:22][CH:21]=3)=[O:11])[CH:8]=2)[CH:3]=[CH:2]1. The yield is 0.670. (2) The reactants are [C:1]([Mg]Br)#[C:2][CH3:3].C1COCC1.[N:11]12[CH2:18][CH2:17][CH:14]([CH2:15][CH2:16]1)[CH:13]([NH:19][C:20]([C:22]1[CH:23]=[CH:24][CH:25]=[C:26]3[O:30][C:29]([C:31]4[CH:36]=[CH:35][C:34](I)=[CH:33][CH:32]=4)=[N:28][C:27]=13)=[O:21])[CH2:12]2. The catalyst is CN(C=O)C.[Cl-].[Zn+2].[Cl-].Cl[Pd](Cl)([P](C1C=CC=CC=1)(C1C=CC=CC=1)C1C=CC=CC=1)[P](C1C=CC=CC=1)(C1C=CC=CC=1)C1C=CC=CC=1. The product is [N:11]12[CH2:18][CH2:17][CH:14]([CH2:15][CH2:16]1)[CH:13]([NH:19][C:20]([C:22]1[CH:23]=[CH:24][CH:25]=[C:26]3[O:30][C:29]([C:31]4[CH:36]=[CH:35][C:34]([C:1]#[C:2][CH3:3])=[CH:33][CH:32]=4)=[N:28][C:27]=13)=[O:21])[CH2:12]2. The yield is 0.880. (3) The reactants are [Br:1][C:2]1[CH:3]=[CH:4][C:5]([NH:12][C:13]2[CH:18]=[CH:17][CH:16]=[CH:15][CH:14]=2)=[C:6]([CH:11]=1)[NH:7][C:8](=O)[CH3:9]. The catalyst is C1(C)C(C)=CC=CC=1. The product is [Br:1][C:2]1[CH:3]=[CH:4][C:5]2[N:12]([C:13]3[CH:18]=[CH:17][CH:16]=[CH:15][CH:14]=3)[C:8]([CH3:9])=[N:7][C:6]=2[CH:11]=1. The yield is 0.900.